From a dataset of Forward reaction prediction with 1.9M reactions from USPTO patents (1976-2016). Predict the product of the given reaction. (1) Given the reactants [OH:1][CH2:2][C@@H:3]1[O:7][C:6]([C:8]2[NH:12][C:11]([C:13]3[CH:14]=[C:15]([CH:37]=[C:38]([O:40][C@@H:41]([CH3:45])[CH2:42][O:43][CH3:44])[CH:39]=3)[O:16][C:17]3[CH:18]=[CH:19][C:20]([S:23]([N:26](CC4C=CC(OC)=CC=4)[CH3:27])(=[O:25])=[O:24])=[N:21][CH:22]=3)=[CH:10][CH:9]=2)=[N:5][CH2:4]1, predict the reaction product. The product is: [OH:1][CH2:2][C@@H:3]1[O:7][C:6]([C:8]2[NH:12][C:11]([C:13]3[CH:14]=[C:15]([CH:37]=[C:38]([O:40][C@@H:41]([CH3:45])[CH2:42][O:43][CH3:44])[CH:39]=3)[O:16][C:17]3[CH:18]=[CH:19][C:20]([S:23]([NH:26][CH3:27])(=[O:24])=[O:25])=[N:21][CH:22]=3)=[CH:10][CH:9]=2)=[N:5][CH2:4]1. (2) The product is: [Cl:1][C:2]1[CH:7]=[C:6]([Cl:8])[CH:5]=[CH:4][C:3]=1[CH2:9][O:10][C:11]1[CH:16]=[CH:15][C:14]([C:17]([F:19])([F:20])[F:18])=[CH:13][C:12]=1[C:21]1[CH2:25][CH2:24][CH2:23][C:22]=1[C:26]1[N:31]=[C:30]([C:32]([OH:34])=[O:33])[CH:29]=[CH:28][CH:27]=1. Given the reactants [Cl:1][C:2]1[CH:7]=[C:6]([Cl:8])[CH:5]=[CH:4][C:3]=1[CH2:9][O:10][C:11]1[CH:16]=[CH:15][C:14]([C:17]([F:20])([F:19])[F:18])=[CH:13][C:12]=1[C:21]1[CH2:25][CH2:24][CH2:23][C:22]=1[C:26]1[N:31]=[C:30]([C:32]([O:34]CC2C=CC(Cl)=CC=2Cl)=[O:33])[CH:29]=[CH:28][CH:27]=1.C(O)C.[OH-].[Na+], predict the reaction product. (3) Given the reactants Cl.[NH2:2][CH2:3][C@@H:4]([C:6]1[C:14]2[S:13][C:12](=[O:15])[NH:11][C:10]=2[C:9]([O:16][CH2:17][C:18]2[CH:23]=[CH:22][CH:21]=[CH:20][CH:19]=2)=[CH:8][CH:7]=1)[OH:5].[CH3:24][N:25]([CH2:39][CH:40]=O)[C:26](=[O:38])[CH2:27][CH2:28][O:29][CH2:30][CH2:31][C:32]1[CH:37]=[CH:36][CH:35]=[CH:34][CH:33]=1, predict the reaction product. The product is: [CH2:17]([O:16][C:9]1[C:10]2[NH:11][C:12](=[O:15])[S:13][C:14]=2[C:6]([C@@H:4]([OH:5])[CH2:3][NH:2][CH2:40][CH2:39][N:25]([CH3:24])[C:26](=[O:38])[CH2:27][CH2:28][O:29][CH2:30][CH2:31][C:32]2[CH:33]=[CH:34][CH:35]=[CH:36][CH:37]=2)=[CH:7][CH:8]=1)[C:18]1[CH:19]=[CH:20][CH:21]=[CH:22][CH:23]=1. (4) Given the reactants Br[C:2]1[CH:7]=[CH:6][C:5]([N+:8]([O-:10])=[O:9])=[CH:4][C:3]=1[O:11][CH3:12].[Br-].[N:14]1[CH:19]=[CH:18][CH:17]=[CH:16][C:15]=1[Zn+], predict the reaction product. The product is: [CH3:12][O:11][C:3]1[CH:4]=[C:5]([N+:8]([O-:10])=[O:9])[CH:6]=[CH:7][C:2]=1[C:15]1[CH:16]=[CH:17][CH:18]=[CH:19][N:14]=1. (5) Given the reactants [OH:1][C:2]1[CH:3]=[C:4]([CH:22]=[CH:23][CH:24]=1)[C:5]([N:7]1[CH2:12][CH2:11][N:10]([C:13]([NH:15][C:16]2[CH:17]=[N:18][CH:19]=[CH:20][CH:21]=2)=[O:14])[CH2:9][CH2:8]1)=[O:6].[F:25][C:26]1[CH:33]=[CH:32][CH:31]=[CH:30][C:27]=1[CH2:28]O.C1C=CC(P(C2C=CC=CC=2)C2C=CC=CC=2)=CC=1.CCOC(/N=N/C(OCC)=O)=O, predict the reaction product. The product is: [F:25][C:26]1[CH:33]=[CH:32][CH:31]=[CH:30][C:27]=1[CH2:28][O:1][C:2]1[CH:3]=[C:4]([CH:22]=[CH:23][CH:24]=1)[C:5]([N:7]1[CH2:8][CH2:9][N:10]([C:13]([NH:15][C:16]2[CH:17]=[N:18][CH:19]=[CH:20][CH:21]=2)=[O:14])[CH2:11][CH2:12]1)=[O:6].